This data is from Reaction yield outcomes from USPTO patents with 853,638 reactions. The task is: Predict the reaction yield, written as a fraction of the theoretical maximum amount of product (1.0 means a 100% yield; for example, 0.34 means a 34% yield). The reactants are [NH2:1][C:2]1[N:7]=[C:6](Cl)[C:5]([CH2:9][CH2:10][C:11]#[N:12])=[C:4]([CH3:13])[N:3]=1.[CH2:14]([NH2:19])[CH2:15][CH2:16][CH2:17][CH3:18]. The catalyst is O1CCOCC1. The product is [NH2:1][C:2]1[N:3]=[C:4]([CH3:13])[C:5]([CH2:9][CH2:10][C:11]#[N:12])=[C:6]([NH:19][CH2:14][CH2:15][CH2:16][CH2:17][CH3:18])[N:7]=1. The yield is 0.550.